The task is: Regression. Given a peptide amino acid sequence and an MHC pseudo amino acid sequence, predict their binding affinity value. This is MHC class I binding data.. This data is from Peptide-MHC class I binding affinity with 185,985 pairs from IEDB/IMGT. The MHC is HLA-A01:01 with pseudo-sequence HLA-A01:01. The binding affinity (normalized) is 0.0847. The peptide sequence is IQCAGSEEK.